Dataset: Full USPTO retrosynthesis dataset with 1.9M reactions from patents (1976-2016). Task: Predict the reactants needed to synthesize the given product. (1) Given the product [C:1]1([S:7]([NH:10][C:11]2[CH:12]=[C:13]3[C:18](=[CH:19][CH:20]=2)[N:17]=[CH:16][C:15]([C:21]([OH:23])=[O:22])=[CH:14]3)(=[O:9])=[O:8])[CH:2]=[CH:3][CH:4]=[CH:5][CH:6]=1, predict the reactants needed to synthesize it. The reactants are: [C:1]1([S:7]([N:10](S(C2C=CC=CC=2)(=O)=O)[C:11]2[CH:12]=[C:13]3[C:18](=[CH:19][CH:20]=2)[N:17]=[CH:16][C:15]([C:21]([O:23]C)=[O:22])=[CH:14]3)(=[O:9])=[O:8])[CH:6]=[CH:5][CH:4]=[CH:3][CH:2]=1.[OH-].[Na+].O.Cl. (2) Given the product [NH:17]([C:2]1[N:7]=[CH:6][C:5]([C:8]2[CH:9]=[CH:10][C:11](=[O:16])[N:12]([CH2:14][CH3:15])[CH:13]=2)=[CH:4][CH:3]=1)[NH2:18], predict the reactants needed to synthesize it. The reactants are: Cl[C:2]1[N:7]=[CH:6][C:5]([C:8]2[CH:9]=[CH:10][C:11](=[O:16])[N:12]([CH2:14][CH3:15])[CH:13]=2)=[CH:4][CH:3]=1.[NH2:17][NH2:18].CO.